From a dataset of Reaction yield outcomes from USPTO patents with 853,638 reactions. Predict the reaction yield, written as a fraction of the theoretical maximum amount of product (1.0 means a 100% yield; for example, 0.34 means a 34% yield). The reactants are [C:1]1([C:7]2[C:8](O[C:11](=[O:13])[CH:12]=2)=[O:9])[CH:6]=[CH:5][CH:4]=[CH:3][CH:2]=1.O.O.O.C([O-])(=O)C.[Na+].O.[NH2:23][NH2:24]. The catalyst is C(O)(=O)C. The product is [C:1]1([C:7]2[C:8](=[O:9])[NH:23][NH:24][C:11](=[O:13])[CH:12]=2)[CH:6]=[CH:5][CH:4]=[CH:3][CH:2]=1. The yield is 0.340.